This data is from Forward reaction prediction with 1.9M reactions from USPTO patents (1976-2016). The task is: Predict the product of the given reaction. Given the reactants N1[C:9]2[C:4](=[C:5]([N:10]3[CH2:15][CH2:14][N:13]([C:16]([CH:18]4[CH2:27][CH2:26][C:25]5[C:20](=[CH:21][CH:22]=[CH:23][CH:24]=5)[NH:19]4)=[O:17])[CH2:12][CH2:11]3)[CH:6]=[CH:7][CH:8]=2)C=C1.[O:28]1C2C(N3CCNCC3)=CC=CC=2[CH:30]=[CH:29]1, predict the reaction product. The product is: [O:28]1[C:4]2[C:5]([N:10]3[CH2:15][CH2:14][N:13]([C:16]([CH:18]4[CH2:27][CH2:26][C:25]5[C:20](=[CH:21][CH:22]=[CH:23][CH:24]=5)[NH:19]4)=[O:17])[CH2:12][CH2:11]3)=[CH:6][CH:7]=[CH:8][C:9]=2[CH:30]=[CH:29]1.